From a dataset of Full USPTO retrosynthesis dataset with 1.9M reactions from patents (1976-2016). Predict the reactants needed to synthesize the given product. (1) Given the product [CH3:67][O:68][C:69](=[O:125])[NH:70][CH:71]([C:75]([N:77]1[CH2:81][CH2:80][CH2:79][CH:78]1[C:82]1[NH:86][C:85]2[C:87]3[C:92]([CH2:93][CH2:94][C:84]=2[N:83]=1)=[CH:91][C:90]([C:95]1[CH:104]=[CH:103][C:102]2[C:97](=[CH:98][CH:99]=[C:100]([C:37]4[NH:38][C:39]([CH:42]5[CH2:46][CH2:45][CH2:44][N:43]5[C:47](=[O:65])[CH:48]([C:59]5[CH:60]=[CH:61][CH:62]=[CH:63][CH:64]=5)[NH:49][C:50](=[O:58])[CH2:51][CH:52]5[CH2:57][CH2:56][O:55][CH2:54][CH2:53]5)=[N:40][CH:41]=4)[CH:101]=2)[CH:96]=1)=[CH:89][CH:88]=3)=[O:76])[CH:72]([CH3:74])[CH3:73], predict the reactants needed to synthesize it. The reactants are: COC(=O)NC(C(N1CCCC1C1NC(C2C=CC3C(=CC=C(C4C=CC([C:37]5[NH:38][C:39]([CH:42]6[CH2:46][CH2:45][CH2:44][N:43]6[C:47](=[O:65])[CH:48]([C:59]6[CH:64]=[CH:63][CH:62]=[CH:61][CH:60]=6)[NH:49][C:50](=[O:58])[CH2:51][CH:52]6[CH2:57][CH2:56][O:55][CH2:54][CH2:53]6)=[N:40][CH:41]=5)=CC=4)C=3)C=2)=CN=1)=O)C(C)C.[CH3:67][O:68][C:69](=[O:125])[NH:70][CH:71]([C:75]([N:77]1[CH2:81][CH2:80][CH2:79][CH:78]1[C:82]1[NH:86][C:85]2[C:87]3[C:92]([CH2:93][CH2:94][C:84]=2[N:83]=1)=[CH:91][C:90]([C:95]1[CH:104]=[CH:103][C:102]2[C:97](=[CH:98][CH:99]=[C:100](C4NC(C5CCCN5C(=O)C(N)C5C=CC=CC=5)=NC=4)[CH:101]=2)[CH:96]=1)=[CH:89][CH:88]=3)=[O:76])[CH:72]([CH3:74])[CH3:73]. (2) Given the product [CH:62]1([C:65]([N:40]2[CH2:41][C@@H:42]([NH:43][C:44]3[C:45]4[N:46]([CH:53]=[C:54]([C:56]5[CH:57]=[N:58][N:59]([CH3:61])[CH:60]=5)[CH:55]=4)[N:47]=[CH:48][C:49]=3[C:50]([NH2:52])=[O:51])[C:38]3([CH2:37][CH2:36][CH2:35]3)[CH2:39]2)=[O:66])[CH2:64][CH2:63]1, predict the reactants needed to synthesize it. The reactants are: CN(C(ON1N=NC2C=CC=NC1=2)=[N+](C)C)C.F[P-](F)(F)(F)(F)F.C(N(C(C)C)CC)(C)C.Br.[CH2:35]1[C:38]2([CH:42]([NH:43][C:44]3[C:45]4[N:46]([CH:53]=[C:54]([C:56]5[CH:57]=[N:58][N:59]([CH3:61])[CH:60]=5)[CH:55]=4)[N:47]=[CH:48][C:49]=3[C:50]([NH2:52])=[O:51])[CH2:41][NH:40][CH2:39]2)[CH2:37][CH2:36]1.[CH:62]1([C:65]([O-])=[O:66])[CH2:64][CH2:63]1. (3) The reactants are: [NH2:1][C:2]1[C:3](=[O:32])[N:4](CC2C=CC(OC)=CC=2OC)[C:5]2[C:10]([C:11]=1[C:12]1[CH:17]=[CH:16][CH:15]=[C:14]([F:18])[CH:13]=1)=[CH:9][C:8]([O:19][CH3:20])=[CH:7][CH:6]=2.CSC. Given the product [NH2:1][C:2]1[C:3](=[O:32])[NH:4][C:5]2[C:10]([C:11]=1[C:12]1[CH:17]=[CH:16][CH:15]=[C:14]([F:18])[CH:13]=1)=[CH:9][C:8]([O:19][CH3:20])=[CH:7][CH:6]=2, predict the reactants needed to synthesize it.